The task is: Predict the reaction yield, written as a fraction of the theoretical maximum amount of product (1.0 means a 100% yield; for example, 0.34 means a 34% yield).. This data is from Reaction yield outcomes from USPTO patents with 853,638 reactions. The reactants are [CH2:1]([O:3][C:4]([C:6]1[C:11]([Cl:12])=[CH:10][C:9](=[O:13])[N:8]([CH3:14])[CH:7]=1)=[O:5])[CH3:2].C1C(=O)N([Cl:22])C(=O)C1. The catalyst is CN(C=O)C.CCOC(C)=O. The product is [CH2:1]([O:3][C:4]([C:6]1[C:11]([Cl:12])=[C:10]([Cl:22])[C:9](=[O:13])[N:8]([CH3:14])[CH:7]=1)=[O:5])[CH3:2]. The yield is 0.950.